Dataset: Peptide-MHC class I binding affinity with 185,985 pairs from IEDB/IMGT. Task: Regression. Given a peptide amino acid sequence and an MHC pseudo amino acid sequence, predict their binding affinity value. This is MHC class I binding data. The peptide sequence is KLVSISNFI. The MHC is HLA-A02:01 with pseudo-sequence HLA-A02:01. The binding affinity (normalized) is 0.830.